Dataset: HIV replication inhibition screening data with 41,000+ compounds from the AIDS Antiviral Screen. Task: Binary Classification. Given a drug SMILES string, predict its activity (active/inactive) in a high-throughput screening assay against a specified biological target. (1) The compound is Cc1cc(C)nc(NS(=O)(=O)c2ccc(NC(=O)NC(F)(F)F)cc2)n1. The result is 0 (inactive). (2) The molecule is CNC(=O)CCNC(=O)CCC(=O)OC. The result is 0 (inactive). (3) The molecule is COC1=CC(=O)C2(C)C(C)C(c3ccccc3)C2C1=O. The result is 0 (inactive). (4) The result is 0 (inactive). The drug is O=C(NC1C2CC3CC(C2)CC1C3)c1cc(C=Cc2ccccc2)nc(S)n1. (5) The compound is COc1ccc(C(=O)CC(=NNC(N)=S)C(=O)Nc2ccccc2)cc1. The result is 0 (inactive). (6) The compound is CC(=O)Nc1cc2cc(NC(=O)C(Cl)(Cl)Cl)ccc2oc1=O. The result is 0 (inactive). (7) The drug is Cc1ccc(NC(=O)CC2Sc3ccccc3NC2=O)c(C)c1. The result is 0 (inactive).